This data is from Full USPTO retrosynthesis dataset with 1.9M reactions from patents (1976-2016). The task is: Predict the reactants needed to synthesize the given product. (1) Given the product [CH2:1]([O:8][C:9]1[CH:14]=[CH:13][C:12]([CH2:15][CH:16]2[O:20][C:23]([CH3:25])([CH3:24])[O:18][C:17]2=[O:19])=[CH:11][CH:10]=1)[C:2]1[CH:7]=[CH:6][CH:5]=[CH:4][CH:3]=1, predict the reactants needed to synthesize it. The reactants are: [CH2:1]([O:8][C:9]1[CH:14]=[CH:13][C:12]([CH2:15][CH:16]([OH:20])[C:17]([OH:19])=[O:18])=[CH:11][CH:10]=1)[C:2]1[CH:7]=[CH:6][CH:5]=[CH:4][CH:3]=1.CO[C:23](OC)([CH3:25])[CH3:24].C1(C)C=CC(S([O-])(=O)=O)=CC=1.[NH+]1C=CC=CC=1.C(Cl)Cl. (2) The reactants are: [S:1]=[C:2]1[C@H:8]([NH:9][C:10](=[O:19])[O:11][CH2:12][C:13]2[CH:18]=[CH:17][CH:16]=[CH:15][CH:14]=2)[CH2:7][CH2:6][C:5]2[CH:20]=[CH:21][CH:22]=[CH:23][C:4]=2[NH:3]1.[H-].[Na+].[CH3:26]I. Given the product [CH3:26][S:1][C:2]1[C@H:8]([NH:9][C:10](=[O:19])[O:11][CH2:12][C:13]2[CH:14]=[CH:15][CH:16]=[CH:17][CH:18]=2)[CH2:7][CH2:6][C:5]2[CH:20]=[CH:21][CH:22]=[CH:23][C:4]=2[N:3]=1, predict the reactants needed to synthesize it.